From a dataset of Reaction yield outcomes from USPTO patents with 853,638 reactions. Predict the reaction yield, written as a fraction of the theoretical maximum amount of product (1.0 means a 100% yield; for example, 0.34 means a 34% yield). (1) The reactants are Br[C:2]1[CH:7]=[CH:6][C:5]([Cl:8])=[CH:4][N:3]=1.[CH:9]1([NH2:12])[CH2:11][CH2:10]1.CCN(C(C)C)C(C)C. The catalyst is CN1C(=O)CCC1. The product is [Cl:8][C:5]1[CH:6]=[CH:7][C:2]([NH:12][CH:9]2[CH2:11][CH2:10]2)=[N:3][CH:4]=1. The yield is 0.230. (2) The reactants are [S:1]1[CH:5]=[CH:4][C:3]2[C:6](=[O:9])[CH2:7][CH2:8][C:2]1=2.[H-].[Na+].C([O:14][C:15](=O)[C:16]1[CH:21]=[CH:20][C:19]([Br:22])=[N:18][CH:17]=1)C.Cl. The catalyst is C1COCC1.C(OCC)(=O)C.O. The product is [Br:22][C:19]1[N:18]=[CH:17][C:16]([C:15]([CH:7]2[CH2:8][C:2]3[S:1][CH:5]=[CH:4][C:3]=3[C:6]2=[O:9])=[O:14])=[CH:21][CH:20]=1. The yield is 0.710.